This data is from Catalyst prediction with 721,799 reactions and 888 catalyst types from USPTO. The task is: Predict which catalyst facilitates the given reaction. Reactant: [F:1][C:2]1[N:10]=[C:9]([F:11])[CH:8]=[CH:7][C:3]=1[C:4]([OH:6])=[O:5].S(=O)(=O)(O)O.O.[C:18](=O)([O-])[O-].[K+].[K+]. Product: [CH3:18][O:5][C:4](=[O:6])[C:3]1[CH:7]=[CH:8][C:9]([F:11])=[N:10][C:2]=1[F:1]. The catalyst class is: 5.